The task is: Predict the reactants needed to synthesize the given product.. This data is from Full USPTO retrosynthesis dataset with 1.9M reactions from patents (1976-2016). (1) Given the product [Br:1][CH2:2][CH:3]([C:5]1[CH:10]=[CH:9][N:8]=[C:7]([C:11]2[C:12]3[CH:19]=[CH:18][CH:17]=[C:16]([F:20])[C:13]=3[S:14][CH:15]=2)[N:6]=1)[OH:4], predict the reactants needed to synthesize it. The reactants are: [Br:1][CH2:2][C:3]([C:5]1[CH:10]=[CH:9][N:8]=[C:7]([C:11]2[C:12]3[CH:19]=[CH:18][CH:17]=[C:16]([F:20])[C:13]=3[S:14][CH:15]=2)[N:6]=1)=[O:4].B.C1COCC1. (2) Given the product [CH2:1]([N:3]1[CH2:8][CH2:7][N:6]([C:10]2[CH:11]=[CH:12][C:13]([N+:17]([O-:19])=[O:18])=[C:14]([NH2:16])[CH:15]=2)[CH2:5][CH2:4]1)[CH3:2], predict the reactants needed to synthesize it. The reactants are: [CH2:1]([N:3]1[CH2:8][CH2:7][NH:6][CH2:5][CH2:4]1)[CH3:2].F[C:10]1[CH:11]=[CH:12][C:13]([N+:17]([O-:19])=[O:18])=[C:14]([NH2:16])[CH:15]=1.CCN(C(C)C)C(C)C. (3) Given the product [Cl:14][C:15]1[C:20]([Cl:21])=[CH:19][CH:18]=[CH:17][C:16]=1[N:22]=[C:23]1[N:10]([CH:2]2[CH2:3][CH2:4][CH2:5][CH2:6][CH2:7][CH2:8][CH2:9]2)[CH2:11][CH2:12][S:24]1, predict the reactants needed to synthesize it. The reactants are: [Cl-].[CH:2]1([NH2+:10][CH2:11][CH2:12]Cl)[CH2:9][CH2:8][CH2:7][CH2:6][CH2:5][CH2:4][CH2:3]1.[Cl:14][C:15]1[C:20]([Cl:21])=[CH:19][CH:18]=[CH:17][C:16]=1[N:22]=[C:23]=[S:24]. (4) Given the product [F:26][C:18]1[CH:17]=[C:16]([NH:15][S:2]([C:5]2[CH:13]=[CH:12][C:8]([C:9]([OH:11])=[O:10])=[CH:7][C:6]=2[CH3:14])(=[O:4])=[O:3])[CH:25]=[CH:24][C:19]=1[C:20]([O:22][CH3:23])=[O:21], predict the reactants needed to synthesize it. The reactants are: Cl[S:2]([C:5]1[CH:13]=[CH:12][C:8]([C:9]([OH:11])=[O:10])=[CH:7][C:6]=1[CH3:14])(=[O:4])=[O:3].[NH2:15][C:16]1[CH:25]=[CH:24][C:19]([C:20]([O:22][CH3:23])=[O:21])=[C:18]([F:26])[CH:17]=1.N1C=CC=CC=1. (5) Given the product [ClH:19].[N:2]1([CH2:7][C:8]2[CH:9]=[C:10]([CH:14]=[CH:15][CH:16]=2)[C:11]([Cl:1])=[O:12])[CH2:6][CH2:5][CH2:4][CH2:3]1, predict the reactants needed to synthesize it. The reactants are: [ClH:1].[N:2]1([CH2:7][C:8]2[CH:9]=[C:10]([CH:14]=[CH:15][CH:16]=2)[C:11](O)=[O:12])[CH2:6][CH2:5][CH2:4][CH2:3]1.S(Cl)([Cl:19])=O.